From a dataset of Catalyst prediction with 721,799 reactions and 888 catalyst types from USPTO. Predict which catalyst facilitates the given reaction. (1) Reactant: [CH3:16][C:11]1([CH3:17])[C:12]([CH3:15])([CH3:14])[O:13][B:9]([B:9]2[O:13][C:12]([CH3:15])([CH3:14])[C:11]([CH3:17])([CH3:16])[O:10]2)[O:10]1.Br[C:20]1[CH:21]=[C:22]2[C:31](=[CH:32][CH:33]=1)[O:30][CH2:29][C:28]1[N:23]2[C@H:24]([CH3:35])[C:25](=[O:34])[NH:26][N:27]=1.C([O-])(=O)C.[K+]. Product: [CH3:35][C@H:24]1[N:23]2[C:28]([CH2:29][O:30][C:31]3[C:22]2=[CH:21][C:20]([B:9]2[O:10][C:11]([CH3:16])([CH3:17])[C:12]([CH3:14])([CH3:15])[O:13]2)=[CH:33][CH:32]=3)=[N:27][NH:26][C:25]1=[O:34]. The catalyst class is: 75. (2) Reactant: [NH2:1][C:2]1[C:3]([NH:10][C:11]2[CH:16]=[CH:15][C:14]([CH2:17][CH2:18][NH:19][C:20]([NH:22][S:23]([C:26]3[CH:31]=[CH:30][C:29]([CH3:32])=[CH:28][CH:27]=3)(=[O:25])=[O:24])=[O:21])=[CH:13][CH:12]=2)=[N:4][C:5]([CH3:9])=[CH:6][C:7]=1[CH3:8].Br[C:34]#[N:35].C(Cl)[Cl:37]. Product: [ClH:37].[ClH:37].[NH2:35][C:34]1[N:10]([C:11]2[CH:16]=[CH:15][C:14]([CH2:17][CH2:18][NH:19][C:20]([NH:22][S:23]([C:26]3[CH:27]=[CH:28][C:29]([CH3:32])=[CH:30][CH:31]=3)(=[O:25])=[O:24])=[O:21])=[CH:13][CH:12]=2)[C:3]2=[N:4][C:5]([CH3:9])=[CH:6][C:7]([CH3:8])=[C:2]2[N:1]=1. The catalyst class is: 20. (3) Product: [CH2:32]([C:29]1[CH:28]=[CH:27][C:26]([S:25][C:22]2[CH:23]=[CH:24][C:19]([CH:17]([OH:18])[CH2:16][C:5]([NH:4][C:1](=[O:3])[CH3:2])([CH2:11][OH:12])[CH2:6][OH:7])=[CH:20][CH:21]=2)=[CH:31][CH:30]=1)[CH2:33][CH2:34][CH3:35]. The catalyst class is: 88. Reactant: [C:1]([NH:4][C:5]([CH2:16][C:17]([C:19]1[CH:24]=[CH:23][C:22]([S:25][C:26]2[CH:31]=[CH:30][C:29]([CH2:32][CH2:33][CH2:34][CH3:35])=[CH:28][CH:27]=2)=[CH:21][CH:20]=1)=[O:18])([C:11](OCC)=[O:12])[C:6](OCC)=[O:7])(=[O:3])[CH3:2].OP([O-])([O-])=O.[K+].[K+].[BH4-].[Na+].[OH-].[Na+].